From a dataset of Reaction yield outcomes from USPTO patents with 853,638 reactions. Predict the reaction yield, written as a fraction of the theoretical maximum amount of product (1.0 means a 100% yield; for example, 0.34 means a 34% yield). (1) The reactants are [Cl:1][C:2]1[CH:18]=[CH:17][CH:16]=[C:15]([Cl:19])[C:3]=1[C:4](Cl)=[N:5][C:6]1[C:11]([F:12])=[CH:10][N:9]=[CH:8][C:7]=1F.NC(N)=[S:22].N1C=CC=CC=1.CCN(CC)CC. The catalyst is C(O)(C)C. The product is [Cl:1][C:2]1[CH:18]=[CH:17][CH:16]=[C:15]([Cl:19])[C:3]=1[C:4]1[S:22][C:7]2[CH:8]=[N:9][CH:10]=[C:11]([F:12])[C:6]=2[N:5]=1. The yield is 0.590. (2) The reactants are [Cl:1][C:2]1[N:7]=[C:6]([C:8]([O:10][C:11]([CH3:14])([CH3:13])[CH3:12])=[O:9])[CH:5]=[C:4](Cl)[N:3]=1.Cl.[NH2:17][C@@H:18]([CH3:22])[C:19]([NH2:21])=[O:20].CCN(C(C)C)C(C)C. The catalyst is C(#N)C. The product is [NH2:21][C:19](=[O:20])[C@@H:18]([NH:17][C:4]1[N:3]=[C:2]([Cl:1])[N:7]=[C:6]([C:8]([O:10][C:11]([CH3:14])([CH3:13])[CH3:12])=[O:9])[CH:5]=1)[CH3:22]. The yield is 0.830. (3) The reactants are [CH2:1]([O:8][C:9]1[CH:17]=[CH:16][C:15]([C:18]2[CH:27]=[CH:26][C:25]3[C:20](=[CH:21][CH:22]=[C:23]([O:28][CH3:29])[CH:24]=3)[C:19]=2[O:30][C:31]2[CH:36]=[CH:35][C:34]([O:37][CH2:38][CH2:39][N:40]3[CH2:45][CH2:44][CH2:43][CH2:42][CH2:41]3)=[CH:33][CH:32]=2)=[CH:14][C:10]=1[C:11](O)=[O:12])[C:2]1[CH:7]=[CH:6][CH:5]=[CH:4][CH:3]=1.[CH3:46][NH:47][CH3:48].O1CCCC1.O.ON1C2C=CC=CC=2N=N1.C(N(CC)CC)C.Cl.CN(C)CCCN=C=NCC. The catalyst is C(Cl)Cl. The product is [CH2:1]([O:8][C:9]1[CH:17]=[CH:16][C:15]([C:18]2[CH:27]=[CH:26][C:25]3[C:20](=[CH:21][CH:22]=[C:23]([O:28][CH3:29])[CH:24]=3)[C:19]=2[O:30][C:31]2[CH:32]=[CH:33][C:34]([O:37][CH2:38][CH2:39][N:40]3[CH2:45][CH2:44][CH2:43][CH2:42][CH2:41]3)=[CH:35][CH:36]=2)=[CH:14][C:10]=1[C:11]([N:47]([CH3:48])[CH3:46])=[O:12])[C:2]1[CH:3]=[CH:4][CH:5]=[CH:6][CH:7]=1. The yield is 0.760. (4) The reactants are [CH2:1]([N:8]1[C:12]([NH2:13])=[CH:11][N:10]=[N:9]1)[C:2]1[CH:7]=[CH:6][CH:5]=[CH:4][CH:3]=1.[O:14]1[CH2:19][CH2:18][CH2:17][CH2:16][CH2:15]1.O1C=CC(=O)C=C1.C(O[BH-](OC(=O)C)OC(=O)C)(=O)C.[Na+]. The catalyst is C(O)(=O)C. The product is [CH2:1]([N:8]1[C:12]([NH:13][CH:17]2[CH2:18][CH2:19][O:14][CH2:15][CH2:16]2)=[CH:11][N:10]=[N:9]1)[C:2]1[CH:7]=[CH:6][CH:5]=[CH:4][CH:3]=1. The yield is 0.460. (5) The reactants are [N:1]1([CH2:6][CH2:7][CH2:8][CH2:9][C:10]2[CH:15]=[CH:14][C:13]([OH:16])=[CH:12][CH:11]=2)[CH:5]=[CH:4][N:3]=[N:2]1.C(=O)([O-])[O-].[Cs+].[Cs+].Cl[CH2:24][C:25]1[N:26]=[C:27]([CH:30]=[CH:31][C:32]2[CH:37]=[CH:36][C:35]([S:38]([C:40]([F:43])([F:42])[F:41])=[O:39])=[CH:34][CH:33]=2)[O:28][CH:29]=1.[I-].[K+]. The yield is 0.720. The product is [F:43][C:40]([F:41])([F:42])[S:38]([C:35]1[CH:36]=[CH:37][C:32](/[CH:31]=[CH:30]/[C:27]2[O:28][CH:29]=[C:25]([CH2:24][O:16][C:13]3[CH:12]=[CH:11][C:10]([CH2:9][CH2:8][CH2:7][CH2:6][N:1]4[CH:5]=[CH:4][N:3]=[N:2]4)=[CH:15][CH:14]=3)[N:26]=2)=[CH:33][CH:34]=1)=[O:39]. The catalyst is CC(=O)CC.ClCCl.CO. (6) The reactants are [OH-].[Na+].[F:3][C:4]1[CH:5]=[C:6]([CH:28]=[C:29]([C:31]([F:34])([F:33])[F:32])[CH:30]=1)[CH2:7][C:8]1[S:9][C:10]2[C:16]([C:17]3[CH:18]=[C:19]([CH:25]=[CH:26][CH:27]=3)[C:20](OCC)=[O:21])=[CH:15][CH:14]=[CH:13][C:11]=2[CH:12]=1.Cl.Cl.[NH2:37][CH2:38][C:39]([NH2:41])=[O:40].CCN=C=NCCCN(C)C.C1C=CC2N(O)N=NC=2C=1.C(N(CC)CC)C. The catalyst is O.CN(C=O)C.C(O)C. The product is [NH2:41][C:39](=[O:40])[CH2:38][NH:37][C:20](=[O:21])[C:19]1[CH:25]=[CH:26][CH:27]=[C:17]([C:16]2[C:10]3[S:9][C:8]([CH2:7][C:6]4[CH:28]=[C:29]([C:31]([F:33])([F:34])[F:32])[CH:30]=[C:4]([F:3])[CH:5]=4)=[CH:12][C:11]=3[CH:13]=[CH:14][CH:15]=2)[CH:18]=1. The yield is 0.750.